From a dataset of Peptide-MHC class I binding affinity with 185,985 pairs from IEDB/IMGT. Regression. Given a peptide amino acid sequence and an MHC pseudo amino acid sequence, predict their binding affinity value. This is MHC class I binding data. The peptide sequence is LLPRGAPER. The MHC is HLA-B15:03 with pseudo-sequence HLA-B15:03. The binding affinity (normalized) is 0.